Dataset: Full USPTO retrosynthesis dataset with 1.9M reactions from patents (1976-2016). Task: Predict the reactants needed to synthesize the given product. (1) Given the product [NH2:1][C:2]1[C:11]2[CH:10]=[CH:9][C:8]([F:12])=[C:7]([C:29]3[C:24]([O:23][CH3:22])=[N:25][C:26]([O:33][CH3:34])=[CH:27][CH:28]=3)[C:6]=2[N:5]=[C:4]2[CH2:14][N:15]([CH:18]3[CH2:21][CH2:20][CH2:19]3)[C:16](=[O:17])[C:3]=12, predict the reactants needed to synthesize it. The reactants are: [NH2:1][C:2]1[C:11]2[CH:10]=[CH:9][C:8]([F:12])=[C:7](Br)[C:6]=2[N:5]=[C:4]2[CH2:14][N:15]([CH:18]3[CH2:21][CH2:20][CH2:19]3)[C:16](=[O:17])[C:3]=12.[CH3:22][O:23][C:24]1[C:29](B(O)O)=[CH:28][CH:27]=[C:26]([O:33][CH3:34])[N:25]=1. (2) Given the product [C:1]([Si:5]([CH3:31])([CH3:30])[O:6][CH2:7][C@@H:8]([C@@H:17]1[C@@H:21]([C:22]2[CH:27]=[CH:26][C:25]([F:28])=[C:24]([F:29])[CH:23]=2)[CH2:20][N:19]([C:39]([C:35]2[CH:34]=[C:33]([CH3:32])[N:38]=[N:37][CH:36]=2)=[O:40])[CH2:18]1)[O:9][C:10]1[CH:15]=[CH:14][C:13]([Cl:16])=[CH:12][N:11]=1)([CH3:4])([CH3:3])[CH3:2], predict the reactants needed to synthesize it. The reactants are: [C:1]([Si:5]([CH3:31])([CH3:30])[O:6][CH2:7][C@@H:8]([C@@H:17]1[C@@H:21]([C:22]2[CH:27]=[CH:26][C:25]([F:28])=[C:24]([F:29])[CH:23]=2)[CH2:20][NH:19][CH2:18]1)[O:9][C:10]1[CH:15]=[CH:14][C:13]([Cl:16])=[CH:12][N:11]=1)([CH3:4])([CH3:3])[CH3:2].[CH3:32][C:33]1[N:38]=[N:37][CH:36]=[C:35]([C:39](O)=[O:40])[CH:34]=1. (3) Given the product [CH2:1]([O:3][C:4](=[O:15])[C:5]([C:7]1[CH:12]=[CH:11][C:10]([S:18]([CH3:22])(=[O:20])=[O:17])=[CH:9][CH:8]=1)=[O:6])[CH3:2], predict the reactants needed to synthesize it. The reactants are: [CH2:1]([O:3][C:4](=[O:15])[C:5]([C:7]1[CH:12]=[CH:11][C:10](SC)=[CH:9][CH:8]=1)=[O:6])[CH3:2].O[O:17][S:18]([O-:20])=O.[K+].[CH3:22]O. (4) Given the product [CH2:1]([O:3][C:4]([C:6]1[CH:7]=[N:8][C:9]([Cl:13])=[CH:10][C:11]=1[NH:12][C:22](=[O:23])[C:21]([F:32])([F:31])[F:20])=[O:5])[CH3:2], predict the reactants needed to synthesize it. The reactants are: [CH2:1]([O:3][C:4]([C:6]1[CH:7]=[N:8][C:9]([Cl:13])=[CH:10][C:11]=1[NH2:12])=[O:5])[CH3:2].N1C=CC=CC=1.[F:20][C:21]([F:32])([F:31])[C:22](O[C:22](=[O:23])[C:21]([F:32])([F:31])[F:20])=[O:23].O. (5) Given the product [OH:10][CH2:9][CH2:8][C:5]1[CH:6]=[CH:7][C:2]([NH:1][C:13](=[O:14])[CH:12]([CH3:21])[CH3:11])=[CH:3][CH:4]=1, predict the reactants needed to synthesize it. The reactants are: [NH2:1][C:2]1[CH:7]=[CH:6][C:5]([CH2:8][CH2:9][OH:10])=[CH:4][CH:3]=1.[CH3:11][CH:12]([CH3:21])[C:13](O[C:13](=[O:14])[CH:12]([CH3:21])[CH3:11])=[O:14].